From a dataset of Full USPTO retrosynthesis dataset with 1.9M reactions from patents (1976-2016). Predict the reactants needed to synthesize the given product. (1) Given the product [Na+:51].[C:37]([C:33]1[CH:32]=[C:31]([CH:36]=[CH:35][CH:34]=1)[CH2:30][NH:29][C:28]([C:12]1[N:11]([CH:40]([CH3:42])[CH3:41])[C:10]([CH:9]=[CH:8][C@@H:7]([OH:43])[CH2:6][C@@H:5]([OH:44])[CH2:4][C:3]([O-:45])=[O:2])=[C:14]([C:15]2[CH:16]=[CH:17][C:18]([F:21])=[CH:19][CH:20]=2)[C:13]=1[C:22]1[CH:27]=[CH:26][CH:25]=[CH:24][CH:23]=1)=[O:39])#[N:38], predict the reactants needed to synthesize it. The reactants are: C[O:2][C:3](=[O:45])[CH2:4][C@H:5]([OH:44])[CH2:6][C@H:7]([OH:43])[CH:8]=[CH:9][C:10]1[N:11]([CH:40]([CH3:42])[CH3:41])[C:12]([C:28](=[O:39])[NH:29][CH2:30][C:31]2[CH:36]=[CH:35][CH:34]=[C:33]([C:37]#[N:38])[CH:32]=2)=[C:13]([C:22]2[CH:27]=[CH:26][CH:25]=[CH:24][CH:23]=2)[C:14]=1[C:15]1[CH:20]=[CH:19][C:18]([F:21])=[CH:17][CH:16]=1.C(O)C.O.[OH-].[Na+:51]. (2) Given the product [CH3:1][C:2]1[C:6](/[CH:7]=[CH:37]/[C:38]([O:40][CH2:41][CH3:42])=[O:39])=[C:5]([N:9]2[C:13]3=[N:14][CH:15]=[CH:16][CH:17]=[C:12]3[CH:11]=[CH:10]2)[NH:4][N:3]=1, predict the reactants needed to synthesize it. The reactants are: [CH3:1][C:2]1[C:6]([CH:7]=O)=[C:5]([N:9]2[C:13]3=[N:14][CH:15]=[CH:16][CH:17]=[C:12]3[CH:11]=[CH:10]2)[NH:4][N:3]=1.C1(P(=[CH:37][C:38]([O:40][CH2:41][CH3:42])=[O:39])(C2C=CC=CC=2)C2C=CC=CC=2)C=CC=CC=1. (3) Given the product [CH:1]1([CH2:4][O:5][C:6]2[C:7]([C:17]3[CH:22]=[C:21]([CH3:23])[C:20](=[O:24])[N:19]([CH3:25])[CH:18]=3)=[N:8][C:9]([N:12]([CH2:26][CH3:27])[S:13]([CH3:16])(=[O:15])=[O:14])=[N:10][CH:11]=2)[CH2:3][CH2:2]1, predict the reactants needed to synthesize it. The reactants are: [CH:1]1([CH2:4][O:5][C:6]2[C:7]([C:17]3[CH:22]=[C:21]([CH3:23])[C:20](=[O:24])[N:19]([CH3:25])[CH:18]=3)=[N:8][C:9]([NH:12][S:13]([CH3:16])(=[O:15])=[O:14])=[N:10][CH:11]=2)[CH2:3][CH2:2]1.[CH2:26](I)[CH3:27]. (4) Given the product [C:21]([N:24]1[CH2:29][CH2:28][N:27]([C:30]2[CH:31]=[CH:32][C:33]([NH:36][C:37]([C:38]3[O:19][C:16]([NH:12][C:11]4[CH:13]=[CH:14][CH:15]=[C:9]([O:8][CH:5]([CH3:7])[CH3:6])[CH:10]=4)=[N:41][N:40]=3)=[O:42])=[CH:34][CH:35]=2)[CH2:26][CH2:25]1)(=[O:23])[CH3:22], predict the reactants needed to synthesize it. The reactants are: C(Cl)(Cl)=S.[CH:5]([O:8][C:9]1[CH:10]=[C:11]([CH:13]=[CH:14][CH:15]=1)[NH2:12])([CH3:7])[CH3:6].[C:16](=[O:19])([O-])[O-].[Ca+2].[C:21]([N:24]1[CH2:29][CH2:28][N:27]([C:30]2[CH:35]=[CH:34][C:33]([NH:36][C:37](=[O:42])[C:38]([NH:40][NH2:41])=O)=[CH:32][CH:31]=2)[CH2:26][CH2:25]1)(=[O:23])[CH3:22].CCN=C=NCCCN(C)C.